This data is from Reaction yield outcomes from USPTO patents with 853,638 reactions. The task is: Predict the reaction yield, written as a fraction of the theoretical maximum amount of product (1.0 means a 100% yield; for example, 0.34 means a 34% yield). The yield is 0.740. The product is [CH3:1][O:2][C:3]1[CH:8]=[CH:7][C:6]2[C:9]3[C:14](=[CH:13][C:12]([O:15][CH3:16])=[CH:11][CH:10]=3)[NH:17][C:5]=2[CH:4]=1. The reactants are [CH3:1][O:2][C:3]1[CH:8]=[CH:7][C:6]([C:9]2[CH:14]=[CH:13][C:12]([O:15][CH3:16])=[CH:11][CH:10]=2)=[C:5]([N+:17]([O-])=O)[CH:4]=1. The catalyst is C(OP(OCC)OCC)C.